Dataset: Full USPTO retrosynthesis dataset with 1.9M reactions from patents (1976-2016). Task: Predict the reactants needed to synthesize the given product. Given the product [O:22]1[CH2:26][CH2:25][CH:24]([CH2:27][NH:28][C:12]([C:9]2[CH:8]=[C:7]([CH2:6][O:5][CH2:4][C:3]3[CH:15]=[CH:16][C:17]([F:20])=[C:18]([F:19])[C:2]=3[F:1])[O:11][N:10]=2)=[O:14])[CH2:23]1, predict the reactants needed to synthesize it. The reactants are: [F:1][C:2]1[C:18]([F:19])=[C:17]([F:20])[CH:16]=[CH:15][C:3]=1[CH2:4][O:5][CH2:6][C:7]1[O:11][N:10]=[C:9]([C:12]([OH:14])=O)[CH:8]=1.Cl.[O:22]1[CH2:26][CH2:25][CH:24]([CH2:27][NH2:28])[CH2:23]1.C(N(CC)CC)C.ON1C2C=CC=CC=2N=N1.Cl.C(N=C=NCCCN(C)C)C.